This data is from Reaction yield outcomes from USPTO patents with 853,638 reactions. The task is: Predict the reaction yield, written as a fraction of the theoretical maximum amount of product (1.0 means a 100% yield; for example, 0.34 means a 34% yield). (1) The catalyst is C(Cl)Cl.CCCCCC. The reactants are [NH:1]1[C:9]2[C:4](=[CH:5][CH:6]=[CH:7][CH:8]=2)[CH:3]=[C:2]1[CH2:10][OH:11].[Cr](Cl)([O-])(=O)=O.[NH+]1C=CC=CC=1. The yield is 0.290. The product is [NH:1]1[C:9]2[C:4](=[CH:5][CH:6]=[CH:7][CH:8]=2)[CH:3]=[C:2]1[CH:10]=[O:11]. (2) The reactants are [CH3:1][C:2]1[CH:7]=[CH:6][C:5]([S:8]([O:11][CH2:12][C@H:13]([O:16][C:17]2[C:22](/C=C/C)=[CH:21][CH:20]=[CH:19][C:18]=2[C:26]2[C:31]([Cl:32])=[CH:30][CH:29]=[CH:28][C:27]=2[Cl:33])[CH:14]=[CH2:15])(=[O:10])=[O:9])=[CH:4][CH:3]=1. The catalyst is ClC(Cl)C.C1CCC(P(C2CCCCC2)C2CCCCC2)CC1.C1CCC(P(C2CCCCC2)C2CCCCC2)CC1.C1C=CC(C=[Ru](Cl)Cl)=CC=1. The product is [CH3:1][C:2]1[CH:3]=[CH:4][C:5]([S:8]([O:11][CH2:12][C@H:13]2[CH:14]=[CH:15][C:22]3[C:17](=[C:18]([C:26]4[C:27]([Cl:33])=[CH:28][CH:29]=[CH:30][C:31]=4[Cl:32])[CH:19]=[CH:20][CH:21]=3)[O:16]2)(=[O:10])=[O:9])=[CH:6][CH:7]=1. The yield is 0.820. (3) The reactants are [N:1]1([C:7]2[N:12]=[C:11]([N:13]3[CH:18]4[CH2:19][CH2:20][CH:14]3[CH2:15][O:16][CH2:17]4)[N:10]=[C:9]([C:21]3[CH:27]=[CH:26][C:24]([NH2:25])=[CH:23][CH:22]=3)[N:8]=2)[CH2:6][CH2:5][O:4][CH2:3][CH2:2]1.ClC(Cl)(O[C:32](=[O:38])OC(Cl)(Cl)Cl)Cl.[CH2:40]([CH2:42][NH2:43])[OH:41]. No catalyst specified. The product is [OH:41][CH2:40][CH2:42][NH:43][C:32]([NH:25][C:24]1[CH:26]=[CH:27][C:21]([C:9]2[N:8]=[C:7]([N:1]3[CH2:2][CH2:3][O:4][CH2:5][CH2:6]3)[N:12]=[C:11]([N:13]3[CH:14]4[CH2:20][CH2:19][CH:18]3[CH2:17][O:16][CH2:15]4)[N:10]=2)=[CH:22][CH:23]=1)=[O:38]. The yield is 0.530. (4) The reactants are [CH3:1][O:2][C:3]1[CH:8]=[CH:7][C:6]([N:9]2[CH2:14][CH2:13][N:12]([C:15]3[C:16]([CH3:29])=[C:17]([CH3:28])[C:18]4[O:22][C:21]([CH3:24])([CH3:23])[CH:20](O)[C:19]=4[C:26]=3[CH3:27])[CH2:11][CH2:10]2)=[CH:5][CH:4]=1.[NH:30]1[CH2:34][CH2:33][CH2:32][CH2:31]1. No catalyst specified. The product is [CH3:1][O:2][C:3]1[CH:4]=[CH:5][C:6]([N:9]2[CH2:14][CH2:13][N:12]([C:15]3[C:26]([CH3:27])=[C:19]([CH3:20])[C:18]4[O:22][C:21]([CH3:24])([CH3:23])[CH:28]([N:30]5[CH2:34][CH2:33][CH2:32][CH2:31]5)[C:17]=4[C:16]=3[CH3:29])[CH2:11][CH2:10]2)=[CH:7][CH:8]=1. The yield is 0.480. (5) The catalyst is C1(C)C=CC=CC=1. The product is [CH3:28][O:1][C:2]1[CH:11]=[CH:10][C:5]2[C:6](=[O:9])[CH2:7][O:8][C:4]=2[C:3]=1[CH2:12][N:13]1[CH2:14][CH2:15][N:16]([C:19]([O:21][C:22]([CH3:25])([CH3:24])[CH3:23])=[O:20])[CH2:17][CH2:18]1. The yield is 0.340. The reactants are [OH:1][C:2]1[CH:11]=[CH:10][C:5]2[C:6](=[O:9])[CH2:7][O:8][C:4]=2[C:3]=1[CH2:12][N:13]1[CH2:18][CH2:17][N:16]([C:19]([O:21][C:22]([CH3:25])([CH3:24])[CH3:23])=[O:20])[CH2:15][CH2:14]1.CO.[C:28]1(P(C2C=CC=CC=2)C2C=CC=CC=2)C=CC=CC=1.N(C(OCC)=O)=NC(OCC)=O. (6) The product is [CH3:19][C:20]1[CH:21]=[C:22](/[CH:23]=[CH:9]/[C:10]([O:12][C:13]([CH3:14])([CH3:15])[CH3:16])=[O:11])[CH:25]=[CH:26][N:27]=1. The yield is 0.480. The reactants are C(OP([CH2:9][C:10]([O:12][C:13]([CH3:16])([CH3:15])[CH3:14])=[O:11])(OCC)=O)C.[H-].[Na+].[CH3:19][C:20]1[CH:21]=[C:22]([CH:25]=[CH:26][N:27]=1)[CH:23]=O.O. The catalyst is O1CCCC1. (7) No catalyst specified. The reactants are [CH3:1][C:2]1[C:10]2[C:9]([C:11]([O:13]C)=[O:12])=[CH:8][C:7]([CH3:15])=[N:6][C:5]=2[N:4]([C:16]2[CH:21]=[CH:20][CH:19]=[CH:18][CH:17]=2)[N:3]=1.Cl. The product is [CH3:1][C:2]1[C:10]2[C:9]([C:11]([OH:13])=[O:12])=[CH:8][C:7]([CH3:15])=[N:6][C:5]=2[N:4]([C:16]2[CH:21]=[CH:20][CH:19]=[CH:18][CH:17]=2)[N:3]=1. The yield is 0.810. (8) The reactants are [F:1][C:2]1[CH:7]=[CH:6][C:5]([C:8]2(/[CH:14]=[CH:15]/[CH2:16]O)[CH2:13][CH2:12][CH2:11][CH2:10][CH2:9]2)=[CH:4][CH:3]=1.C1(P(C2C=CC=CC=2)C2C=CC=CC=2)C=CC=CC=1.[N:37]([C:44](OCC)=O)=NC(OCC)=O.OC(C)(C)C#N. The catalyst is C1COCC1. The product is [F:1][C:2]1[CH:7]=[CH:6][C:5]([C:8]2(/[CH:14]=[CH:15]/[CH2:16][C:44]#[N:37])[CH2:13][CH2:12][CH2:11][CH2:10][CH2:9]2)=[CH:4][CH:3]=1. The yield is 0.800.